From a dataset of Forward reaction prediction with 1.9M reactions from USPTO patents (1976-2016). Predict the product of the given reaction. (1) Given the reactants [Cl:1][C:2]1[CH:7]=[CH:6][C:5]([C@@H:8]2[O:14][CH2:13][CH2:12][N:11](C(OC(C)(C)C)=O)[CH2:10][C@H:9]2[CH2:22][O:23]S(C)(=O)=O)=[CH:4][C:3]=1[F:28].O=[C:30]1[C:35]([C:36]([O:38][CH3:39])=[O:37])=[CH:34][CH:33]=[CH:32][NH:31]1, predict the reaction product. The product is: [ClH:1].[Cl:1][C:2]1[CH:7]=[CH:6][C:5]([C@@H:8]2[O:14][CH2:13][CH2:12][NH:11][CH2:10][C@H:9]2[CH2:22][O:23][C:30]2[C:35]([C:36]([O:38][CH3:39])=[O:37])=[CH:34][CH:33]=[CH:32][N:31]=2)=[CH:4][C:3]=1[F:28]. (2) Given the reactants [Cl:1][C:2]1[CH:9]=[C:8](Cl)[C:7]([N+:11]([O-:13])=[O:12])=[CH:6][C:3]=1[C:4]#[N:5].[NH2:14][C:15]1[CH:20]=[CH:19][C:18]([CH2:21][CH2:22][OH:23])=[CH:17][CH:16]=1, predict the reaction product. The product is: [Cl:1][C:2]1[CH:9]=[C:8]([NH:14][C:15]2[CH:20]=[CH:19][C:18]([CH2:21][CH2:22][OH:23])=[CH:17][CH:16]=2)[C:7]([N+:11]([O-:13])=[O:12])=[CH:6][C:3]=1[C:4]#[N:5]. (3) Given the reactants Cl.[CH:2]1([CH2:5][O:6][C:7]2[CH:12]=[CH:11][C:10]([F:13])=[CH:9][C:8]=2[C:14]2[C:15]3[NH:22][C:21]([CH3:23])=[C:20]([C:24]([NH:26][C@@H:27]4[CH2:31][CH2:30][NH:29][CH2:28]4)=[O:25])[C:16]=3[N:17]=[CH:18][N:19]=2)[CH2:4][CH2:3]1.C([O:35][CH2:36][C:37](Cl)=[O:38])(=O)C, predict the reaction product. The product is: [CH:2]1([CH2:5][O:6][C:7]2[CH:12]=[CH:11][C:10]([F:13])=[CH:9][C:8]=2[C:14]2[C:15]3[NH:22][C:21]([CH3:23])=[C:20]([C:24]([NH:26][C@@H:27]4[CH2:31][CH2:30][N:29]([C:36](=[O:35])[CH2:37][OH:38])[CH2:28]4)=[O:25])[C:16]=3[N:17]=[CH:18][N:19]=2)[CH2:4][CH2:3]1. (4) Given the reactants [C:1]([O:5][C:6]([N:8]1[C:16]2[C:11](=[CH:12][CH:13]=[CH:14][CH:15]=2)[C:10](/[CH:17]=[C:18]2\[CH2:19][N:20]([CH:25]([C:31]3[CH:36]=[CH:35][CH:34]=[CH:33][C:32]=3[F:37])[C:26]([CH:28]3[CH2:30][CH2:29]3)=[O:27])[CH2:21][CH2:22][CH:23]\2O)=[CH:9]1)=[O:7])([CH3:4])([CH3:3])[CH3:2].[C:38]([OH:41])(=[S:40])[CH3:39].C(OC(OCC(C)(C)C)N(C)C)C(C)(C)C.C(=O)([O-])O.[Na+], predict the reaction product. The product is: [C:38]([S:40][CH:23]1[CH2:22][CH2:21][N:20]([CH:25]([C:31]2[CH:36]=[CH:35][CH:34]=[CH:33][C:32]=2[F:37])[C:26]([CH:28]2[CH2:30][CH2:29]2)=[O:27])[CH2:19]/[C:18]/1=[CH:17]\[C:10]1[C:11]2[C:16](=[CH:15][CH:14]=[CH:13][CH:12]=2)[N:8]([C:6]([O:5][C:1]([CH3:4])([CH3:3])[CH3:2])=[O:7])[CH:9]=1)(=[O:41])[CH3:39]. (5) Given the reactants C(N(CC)C(C)C)(C)C.CN(C(ON1N=NC2C=CC=NC1=2)=[N+](C)C)C.F[P-](F)(F)(F)(F)F.[C:34]1([CH:40]2[CH2:45][CH2:44][CH2:43][NH:42][CH:41]2[C:46]([NH:48][C:49]2[CH:61]=[CH:60][C:52]([C:53]([O:55][C:56]([CH3:59])([CH3:58])[CH3:57])=[O:54])=[CH:51][CH:50]=2)=[O:47])[CH:39]=[CH:38][CH:37]=[CH:36][CH:35]=1.[Cl:62][C:63]1[CH:64]=[CH:65][C:66]([N:74]2[CH:78]=[N:77][N:76]=[N:75]2)=[C:67](/[CH:69]=[CH:70]/[C:71](O)=[O:72])[CH:68]=1, predict the reaction product. The product is: [Cl:62][C:63]1[CH:64]=[CH:65][C:66]([N:74]2[CH:78]=[N:77][N:76]=[N:75]2)=[C:67](/[CH:69]=[CH:70]/[C:71]([N:42]2[CH2:43][CH2:44][CH2:45][CH:40]([C:34]3[CH:39]=[CH:38][CH:37]=[CH:36][CH:35]=3)[CH:41]2[C:46]([NH:48][C:49]2[CH:50]=[CH:51][C:52]([C:53]([O:55][C:56]([CH3:58])([CH3:57])[CH3:59])=[O:54])=[CH:60][CH:61]=2)=[O:47])=[O:72])[CH:68]=1. (6) The product is: [F:7][CH2:6][CH2:5][N:15]1[CH2:20][CH2:19][CH:18]([N:21]2[CH2:25][CH2:24][N:23]([CH2:26][CH2:27][CH2:28][N:29]3[CH2:34][CH2:33][CH2:32][CH2:31][CH2:30]3)[C:22]2=[C:35]([C:36]#[N:37])[C:38]#[N:39])[CH2:17][CH2:16]1. Given the reactants C1(N)[C:6]([F:7])=[C:5](F)C(F)=C(N)C=1F.Cl.Cl.[NH:15]1[CH2:20][CH2:19][CH:18]([N:21]2[CH2:25][CH2:24][N:23]([CH2:26][CH2:27][CH2:28][N:29]3[CH2:34][CH2:33][CH2:32][CH2:31][CH2:30]3)[C:22]2=[C:35]([C:38]#[N:39])[C:36]#[N:37])[CH2:17][CH2:16]1.C(=O)([O-])[O-].[K+].[K+].BrCCF, predict the reaction product. (7) Given the reactants [CH2:1]1[S:5][C@@H:4]([CH2:6][CH2:7][CH2:8][CH2:9][C:10]([OH:12])=O)[C@H:3]2[NH:13][C:14]([NH:16][C@@H:2]12)=[O:15].F[P-](F)(F)(F)(F)F.N1(OC(N(C)C)=[N+](C)C)C2C=CC=CC=2N=N1.CCN(C(C)C)C(C)C.[C:50]([NH:57][CH2:58][CH2:59][O:60][CH2:61][CH2:62][O:63][CH2:64][CH2:65][NH2:66])([O:52][C:53]([CH3:56])([CH3:55])[CH3:54])=[O:51], predict the reaction product. The product is: [C:50]([NH:57][CH2:58][CH2:59][O:60][CH2:61][CH2:62][O:63][CH2:64][CH2:65][NH:66][C:10](=[O:12])[CH2:9][CH2:8][CH2:7][CH2:6][C@H:4]1[C@@H:3]2[C@@H:2]([NH:16][C:14]([NH:13]2)=[O:15])[CH2:1][S:5]1)([O:52][C:53]([CH3:56])([CH3:55])[CH3:54])=[O:51]. (8) Given the reactants [CH3:1][O:2][C:3]1[CH:12]=[C:11]2[C:6]([C:7](/[CH:17]=[CH:18]/[C:19]([O:21][CH2:22][CH3:23])=[O:20])=[CH:8][C:9](=[O:16])[N:10]2[CH2:13][CH:14]=O)=[CH:5][CH:4]=1.[O:24]1[C:29]2[CH:30]=[CH:31][C:32]([CH2:34][N:35]([CH:43]3[CH2:48][CH2:47][NH:46][CH2:45][CH2:44]3)[C:36](=[O:42])[O:37][C:38]([CH3:41])([CH3:40])[CH3:39])=[CH:33][C:28]=2[O:27][CH2:26][CH2:25]1.C(O[BH-](OC(=O)C)OC(=O)C)(=O)C.[Na+].C(=O)([O-])O.[Na+], predict the reaction product. The product is: [C:38]([O:37][C:36]([N:35]([CH2:34][C:32]1[CH:31]=[CH:30][C:29]2[O:24][CH2:25][CH2:26][O:27][C:28]=2[CH:33]=1)[CH:43]1[CH2:48][CH2:47][N:46]([CH2:14][CH2:13][N:10]2[C:11]3[C:6](=[CH:5][CH:4]=[C:3]([O:2][CH3:1])[CH:12]=3)[C:7](/[CH:17]=[CH:18]/[C:19]([O:21][CH2:22][CH3:23])=[O:20])=[CH:8][C:9]2=[O:16])[CH2:45][CH2:44]1)=[O:42])([CH3:41])([CH3:39])[CH3:40].